Dataset: Forward reaction prediction with 1.9M reactions from USPTO patents (1976-2016). Task: Predict the product of the given reaction. (1) Given the reactants [CH2:1]([N:8]([C@H:22]([C:24]1[CH:29]=[CH:28][CH:27]=[CH:26][CH:25]=1)[CH3:23])[C@@H:9]([CH2:18][CH2:19][CH2:20][CH3:21])[CH2:10][C:11]([O:13]C(C)(C)C)=[O:12])[C:2]1[CH:7]=[CH:6][CH:5]=[CH:4][CH:3]=1.FC(F)(F)C(O)=O, predict the reaction product. The product is: [CH2:1]([N:8]([C@H:22]([C:24]1[CH:25]=[CH:26][CH:27]=[CH:28][CH:29]=1)[CH3:23])[C@@H:9]([CH2:18][CH2:19][CH2:20][CH3:21])[CH2:10][C:11]([OH:13])=[O:12])[C:2]1[CH:3]=[CH:4][CH:5]=[CH:6][CH:7]=1. (2) The product is: [CH:1]1([N:4]([CH:5]([C:7]2[CH:8]=[C:9](/[CH:15]=[CH:16]/[CH2:17][NH:18][C:19]([O:20][CH3:21])=[O:22])[N:10]=[C:11]([O:13][CH3:14])[CH:12]=2)[CH3:6])[C:36]([C@@H:32]2[O:33][CH2:34][CH2:35][N:30]([C:28]([O:27][C:23]([CH3:26])([CH3:25])[CH3:24])=[O:29])[CH2:31]2)=[O:37])[CH2:3][CH2:2]1. Given the reactants [CH:1]1([NH:4][CH:5]([C:7]2[CH:12]=[C:11]([O:13][CH3:14])[N:10]=[C:9](/[CH:15]=[CH:16]/[CH2:17][NH:18][C:19](=[O:22])[O:20][CH3:21])[CH:8]=2)[CH3:6])[CH2:3][CH2:2]1.[C:23]([O:27][C:28]([N:30]1[CH2:35][CH2:34][O:33][C@@H:32]([C:36](O)=[O:37])[CH2:31]1)=[O:29])([CH3:26])([CH3:25])[CH3:24], predict the reaction product. (3) The product is: [CH:18]1([C:16]([NH:15][C:13]2[N:14]=[C:9]3[CH:8]=[CH:7][C:6]([O:5][C:4]4[CH:3]=[C:2]([NH:1][C:27](=[O:28])[C@@H:26]5[CH2:30][CH2:31][CH2:32][N:25]5[CH3:24])[CH:23]=[CH:22][CH:21]=4)=[N:11][N:10]3[CH:12]=2)=[O:17])[CH2:20][CH2:19]1. Given the reactants [NH2:1][C:2]1[CH:3]=[C:4]([CH:21]=[CH:22][CH:23]=1)[O:5][C:6]1[CH:7]=[CH:8][C:9]2[N:10]([CH:12]=[C:13]([NH:15][C:16]([CH:18]3[CH2:20][CH2:19]3)=[O:17])[N:14]=2)[N:11]=1.[CH3:24][N:25]1[CH2:32][CH2:31][CH2:30][C@H:26]1[C:27](O)=[O:28].F[P-](F)(F)(F)(F)F.N1(OC(N(C)C)=[N+](C)C)C2C=CC=CC=2N=N1.OC1C2N=NNC=2C=CC=1.C(N(CC)C(C)C)(C)C.C(=O)([O-])O.[Na+], predict the reaction product. (4) The product is: [CH3:1][C:2]1([CH3:12])[O:6][C:5]2[CH:7]=[CH:8][C:9]([N:11]([CH2:22][CH2:21][C:18]3[CH:19]=[N:20][C:15]([C:14]([F:25])([F:24])[F:13])=[CH:16][CH:17]=3)[C:30](=[O:29])[C@@H:31]([OH:32])[C:33]3[CH:38]=[CH:37][CH:36]=[CH:35][CH:34]=3)=[CH:10][C:4]=2[O:3]1. Given the reactants [CH3:1][C:2]1([CH3:12])[O:6][C:5]2[CH:7]=[CH:8][C:9]([NH2:11])=[CH:10][C:4]=2[O:3]1.[F:13][C:14]([F:25])([F:24])[C:15]1[N:20]=[CH:19][C:18]([CH2:21][C:22]#N)=[CH:17][CH:16]=1.C([O:29][C:30](=O)[C@H:31]([C:33]1[CH:38]=[CH:37][CH:36]=[CH:35][CH:34]=1)[OH:32])(=O)C, predict the reaction product. (5) Given the reactants [CH3:1][N:2]1[CH2:6][CH2:5][C@@H:4]([NH:7][C:8]2[CH2:12][S:11][C:10](=[O:13])[N:9]=2)[C:3]1=[O:14].O=C1[C@H](NC2CSC(=O)N=2)CCN1.[F:28][C:29]([F:50])([F:49])[C:30]1[CH:44]=[C:43]([C:45]([F:48])([F:47])[F:46])[CH:42]=[CH:41][C:31]=1[CH2:32][N:33]1[CH2:38][CH2:37][CH:36]([CH:39]=O)[CH2:35][CH2:34]1.C([O-])(=O)C.[NH2+]1CCCCC1, predict the reaction product. The product is: [F:50][C:29]([F:28])([F:49])[C:30]1[CH:44]=[C:43]([C:45]([F:48])([F:47])[F:46])[CH:42]=[CH:41][C:31]=1[CH2:32][N:33]1[CH2:38][CH2:37][CH:36](/[CH:39]=[C:12]2/[C:8]([NH:7][C@@H:4]3[CH2:5][CH2:6][N:2]([CH3:1])[C:3]3=[O:14])=[N:9][C:10](=[O:13])[S:11]/2)[CH2:35][CH2:34]1. (6) Given the reactants [OH:1][C:2]1[CH:3]=[C:4]([C:8]2[NH:12][N:11]=[C:10]([C:13]([OH:15])=O)[CH:9]=2)[CH:5]=[CH:6][CH:7]=1.[CH3:16]CN(C(C)C)C(C)C.[CH:25]1[CH:26]=[CH:27][C:28]2N(O)N=N[C:29]=2[CH:30]=1.CCN=C=NCCCN(C)C.Cl.Cl.[CH2:48]([O:50][C:51](=[O:54])[CH2:52][NH2:53])[CH3:49], predict the reaction product. The product is: [CH2:48]([O:50][C:51](=[O:54])[CH2:52][NH:53][C:13]([C:10]1[CH:9]=[C:8]([C:4]2[CH:5]=[CH:6][CH:7]=[C:2]([O:1][CH2:16][C:29]3[CH:28]=[CH:27][CH:26]=[CH:25][CH:30]=3)[CH:3]=2)[NH:12][N:11]=1)=[O:15])[CH3:49].